This data is from Catalyst prediction with 721,799 reactions and 888 catalyst types from USPTO. The task is: Predict which catalyst facilitates the given reaction. (1) Reactant: C([O:8][C:9]1[CH:10]=[C:11]2[C:15](=[CH:16][CH:17]=1)[N:14]([CH3:18])[CH:13]=[CH:12]2)C1C=CC=CC=1. Product: [CH3:18][N:14]1[C:15]2[C:11](=[CH:10][C:9]([OH:8])=[CH:17][CH:16]=2)[CH:12]=[CH:13]1. The catalyst class is: 50. (2) Reactant: [CH2:1]([N:8]([CH2:23][C:24]1[CH:29]=[CH:28][CH:27]=[CH:26][CH:25]=1)[C:9]1[CH:10]=[C:11]([C:16](=[O:22])/[CH:17]=[CH:18]/[N:19](C)C)[CH:12]=[C:13]([F:15])[CH:14]=1)[C:2]1[CH:7]=[CH:6][CH:5]=[CH:4][CH:3]=1.Cl.NO.N1C=CC=CC=1. Product: [CH2:1]([N:8]([CH2:23][C:24]1[CH:29]=[CH:28][CH:27]=[CH:26][CH:25]=1)[C:9]1[CH:10]=[C:11]([C:16]2[O:22][N:19]=[CH:18][CH:17]=2)[CH:12]=[C:13]([F:15])[CH:14]=1)[C:2]1[CH:7]=[CH:6][CH:5]=[CH:4][CH:3]=1. The catalyst class is: 8. (3) Reactant: [CH2:1]([C:5]1[N:6]=[C:7]([NH:21][CH2:22][C:23]2[CH:28]=[CH:27][C:26]([O:29][CH3:30])=[CH:25][C:24]=2[O:31][CH3:32])[C:8]2[NH:13][N:12]=[C:11]([C:14]#[C:15][CH2:16][CH2:17][CH2:18][CH2:19]Cl)[C:9]=2[N:10]=1)[CH2:2][CH2:3][CH3:4].[NH:33]1[CH2:37][CH2:36][CH2:35][CH2:34]1.CCN(CC)CC. Product: [CH2:1]([C:5]1[N:6]=[C:7]([NH:21][CH2:22][C:23]2[CH:28]=[CH:27][C:26]([O:29][CH3:30])=[CH:25][C:24]=2[O:31][CH3:32])[C:8]2[NH:13][N:12]=[C:11]([C:14]#[C:15][CH2:16][CH2:17][CH2:18][CH2:19][N:33]3[CH2:37][CH2:36][CH2:35][CH2:34]3)[C:9]=2[N:10]=1)[CH2:2][CH2:3][CH3:4]. The catalyst class is: 10. (4) Product: [F:54][C:55]([F:72])([F:73])[C:56]1[CH:57]=[C:58]([NH:62][C:29]2[CH:30]=[CH:31][CH:2]=[CH:3][C:4]=2[C:5]([NH:7][CH:8]([C:10]2[N:15]=[N:14][C:13]([NH:16][C:17]3[CH:22]=[C:21]([O:23][CH3:24])[C:20]([O:25][CH3:26])=[C:19]([O:27][CH3:28])[CH:18]=3)=[N:12][CH:11]=2)[CH3:9])=[O:6])[CH:59]=[CH:60][CH:61]=1. The catalyst class is: 9. Reactant: Br[C:2]1[CH:3]=[C:4]([CH:29]=[CH:30][CH:31]=1)[C:5]([NH:7][CH:8]([C:10]1[N:15]=[N:14][C:13]([NH:16][C:17]2[CH:22]=[C:21]([O:23][CH3:24])[C:20]([O:25][CH3:26])=[C:19]([O:27][CH3:28])[CH:18]=2)=[N:12][CH:11]=1)[CH3:9])=[O:6].NC(C1N=NC(NC2C=C(OC)C(OC)=C(OC)C=2)=NC=1)C.[F:54][C:55]([F:73])([F:72])[C:56]1[CH:57]=[C:58]([NH:62]C2C=CC=CC=2C(O)=O)[CH:59]=[CH:60][CH:61]=1.C(N(C(C)C)CC)(C)C.F[P-](F)(F)(F)(F)F.N1(OC(N(C)C)=[N+](C)C)C2N=CC=CC=2N=N1. (5) Reactant: CS([O:5][CH2:6][CH2:7][CH2:8][C:9]1[O:13][N:12]=[C:11]([C:14]2[CH:19]=[CH:18][C:17]([C:20]([F:23])([F:22])[F:21])=[CH:16][CH:15]=2)[CH:10]=1)(=O)=O.[I-].[Na+].O[C:27]1[CH:36]=[CH:35][C:30]([C:31]([O:33]C)=[O:32])=[CH:29][CH:28]=1.C(=O)([O-])[O-].[K+].[K+].Cl. Product: [F:21][C:20]([F:23])([F:22])[C:17]1[CH:18]=[CH:19][C:14]([C:11]2[CH:10]=[C:9]([CH2:8][CH2:7][CH2:6][O:5][C:27]3[CH:36]=[CH:35][C:30]([C:31]([OH:33])=[O:32])=[CH:29][CH:28]=3)[O:13][N:12]=2)=[CH:15][CH:16]=1. The catalyst class is: 9.